From a dataset of Reaction yield outcomes from USPTO patents with 853,638 reactions. Predict the reaction yield, written as a fraction of the theoretical maximum amount of product (1.0 means a 100% yield; for example, 0.34 means a 34% yield). (1) The catalyst is C1COCC1.C(Cl)Cl. The yield is 0.900. The product is [O:1]1[CH:5]=[CH:4][CH:3]=[C:2]1[CH2:6][NH:7][C:8](=[O:24])[C:9]1[CH:14]=[C:13]([NH:15][S:40]([C:33]2[CH:34]=[C:35]([CH3:39])[C:36]([Cl:38])=[CH:37][C:32]=2[Cl:31])(=[O:42])=[O:41])[CH:12]=[CH:11][C:10]=1[O:16][C:17]1[CH:18]=[C:19]([Cl:23])[CH:20]=[N:21][CH:22]=1. The reactants are [O:1]1[CH:5]=[CH:4][CH:3]=[C:2]1[CH2:6][NH:7][C:8](=[O:24])[C:9]1[CH:14]=[C:13]([NH2:15])[CH:12]=[CH:11][C:10]=1[O:16][C:17]1[CH:18]=[C:19]([Cl:23])[CH:20]=[N:21][CH:22]=1.N1C=CC=CC=1.[Cl:31][C:32]1[CH:37]=[C:36]([Cl:38])[C:35]([CH3:39])=[CH:34][C:33]=1[S:40](Cl)(=[O:42])=[O:41].Cl. (2) The reactants are [OH:1][CH2:2][C:3]#[C:4][C:5]1[CH:6]=[C:7]([CH:10]=[C:11]([CH3:13])[CH:12]=1)[CH:8]=[O:9].N1C=CN=C1.[Si:19](Cl)([C:22]([CH3:25])([CH3:24])[CH3:23])([CH3:21])[CH3:20]. The catalyst is CN(C=O)C.CCOCC. The product is [C:22]([Si:19]([CH3:21])([CH3:20])[O:1][CH2:2][C:3]#[C:4][C:5]1[CH:6]=[C:7]([CH:10]=[C:11]([CH3:13])[CH:12]=1)[CH:8]=[O:9])([CH3:25])([CH3:24])[CH3:23]. The yield is 0.830.